Dataset: Peptide-MHC class I binding affinity with 185,985 pairs from IEDB/IMGT. Task: Regression. Given a peptide amino acid sequence and an MHC pseudo amino acid sequence, predict their binding affinity value. This is MHC class I binding data. (1) The peptide sequence is ASNENMETM. The MHC is H-2-Kd with pseudo-sequence H-2-Kd. The binding affinity (normalized) is 0. (2) The peptide sequence is ATDALMTGF. The MHC is HLA-B08:01 with pseudo-sequence HLA-B08:01. The binding affinity (normalized) is 0. (3) The peptide sequence is RTEILGLVK. The MHC is HLA-A26:01 with pseudo-sequence HLA-A26:01. The binding affinity (normalized) is 0.0847. (4) The peptide sequence is CFSTSSDTY. The MHC is HLA-A23:01 with pseudo-sequence HLA-A23:01. The binding affinity (normalized) is 0. (5) The peptide sequence is SAIPPSRSM. The binding affinity (normalized) is 0.159. The MHC is Mamu-B1001 with pseudo-sequence Mamu-B1001.